Dataset: Catalyst prediction with 721,799 reactions and 888 catalyst types from USPTO. Task: Predict which catalyst facilitates the given reaction. (1) Product: [C:15]([O:14][C:12](=[O:13])[NH:11][C@H:7]([C:8](=[O:10])[NH:62][C:59]1([C:54]2[N:55]=[CH:56][CH:57]=[CH:58][N:53]=2)[CH2:61][CH2:60]1)[C@H:6]([O:5][C:1]([CH3:2])([CH3:3])[CH3:4])[CH3:19])([CH3:18])([CH3:17])[CH3:16]. Reactant: [C:1]([O:5][C@H:6]([CH3:19])[C@H:7]([NH:11][C:12]([O:14][C:15]([CH3:18])([CH3:17])[CH3:16])=[O:13])[C:8]([OH:10])=O)([CH3:4])([CH3:3])[CH3:2].CN(C(ON1N=NC2C=CC=NC1=2)=[N+](C)C)C.F[P-](F)(F)(F)(F)F.CCN(CC)CC.Cl.Cl.[N:53]1[CH:58]=[CH:57][CH:56]=[N:55][C:54]=1[C:59]1([NH2:62])[CH2:61][CH2:60]1. The catalyst class is: 18. (2) Reactant: C([O-])([O-])=O.[K+].[K+].[Cl:7][C:8]1[CH:9]=[C:10]([OH:15])[CH:11]=[CH:12][C:13]=1[Cl:14].[Br:16][C:17]1[CH:18]=[CH:19][C:20](F)=[C:21]([CH:24]=1)[CH:22]=[O:23]. Product: [Br:16][C:17]1[CH:18]=[CH:19][C:20]([O:15][C:10]2[CH:11]=[CH:12][C:13]([Cl:14])=[C:8]([Cl:7])[CH:9]=2)=[C:21]([CH:24]=1)[CH:22]=[O:23]. The catalyst class is: 9. (3) The catalyst class is: 6. Reactant: [F:1][C:2]([F:9])([F:8])[C:3]1[CH:7]=[CH:6][NH:5][N:4]=1.CN(C=O)C.C[Si]([N-][Si](C)(C)C)(C)C.[K+].Br[CH:26]([CH:32]([CH3:34])[CH3:33])[C:27]([O:29][CH2:30][CH3:31])=[O:28]. Product: [CH3:33][CH:32]([CH3:34])[CH:26]([N:5]1[CH:6]=[CH:7][C:3]([C:2]([F:9])([F:8])[F:1])=[N:4]1)[C:27]([O:29][CH2:30][CH3:31])=[O:28]. (4) Reactant: C([O:3][C:4](=[O:19])[CH2:5][CH2:6][NH:7][C:8](=[O:18])[CH2:9][CH2:10][CH2:11][C:12]1[CH:17]=[CH:16][CH:15]=[CH:14][CH:13]=1)C.[OH-].[Na+]. Product: [C:12]1([CH2:11][CH2:10][CH2:9][C:8]([NH:7][CH2:6][CH2:5][C:4]([OH:19])=[O:3])=[O:18])[CH:13]=[CH:14][CH:15]=[CH:16][CH:17]=1. The catalyst class is: 88. (5) Reactant: [N+:1]([C:4]1[CH:9]=[CH:8][C:7]([C:10]2([CH2:16][NH2:17])[CH2:15][CH2:14][O:13][CH2:12][CH2:11]2)=[CH:6][CH:5]=1)([O-:3])=[O:2].[O:18](C(OC(C)(C)C)=O)[C:19]([O:21][C:22]([CH3:25])([CH3:24])[CH3:23])=O. Product: [C:22]([O:21][C:19](=[O:18])[NH:17][CH2:16][C:10]1([C:7]2[CH:8]=[CH:9][C:4]([N+:1]([O-:3])=[O:2])=[CH:5][CH:6]=2)[CH2:15][CH2:14][O:13][CH2:12][CH2:11]1)([CH3:25])([CH3:24])[CH3:23]. The catalyst class is: 49. (6) Product: [CH2:16]([O:15][P:14]([CH2:19][CH:20]([OH:21])[CH2:22][C:5]1[CH:6]=[CH:7][C:2]([F:1])=[C:3]([CH3:10])[CH:4]=1)(=[O:18])[O:13][CH2:11][CH3:12])[CH3:17]. The catalyst class is: 356. Reactant: [F:1][C:2]1[CH:7]=[CH:6][C:5]([Mg]Br)=[CH:4][C:3]=1[CH3:10].[CH2:11]([O:13][P:14]([CH2:19][CH:20]1[CH2:22][O:21]1)(=[O:18])[O:15][CH2:16][CH3:17])[CH3:12].[Cl-].[NH4+].